Task: Predict the reaction yield, written as a fraction of the theoretical maximum amount of product (1.0 means a 100% yield; for example, 0.34 means a 34% yield).. Dataset: Reaction yield outcomes from USPTO patents with 853,638 reactions (1) The yield is 0.730. The catalyst is CO.[Pd]. The reactants are [CH3:1][N:2]([CH3:16])[CH2:3][CH2:4][O:5][C:6]1[CH:12]=[CH:11][C:9]([NH2:10])=[C:8]([N+:13]([O-])=O)[CH:7]=1.[H][H]. The product is [CH3:1][N:2]([CH3:16])[CH2:3][CH2:4][O:5][C:6]1[CH:7]=[C:8]([NH2:13])[C:9]([NH2:10])=[CH:11][CH:12]=1. (2) The reactants are [Br:1][C:2]1[CH:9]=[C:6]([CH:7]=O)[C:5]([OH:10])=[CH:4][CH:3]=1.[CH3:11][O:12][C:13]1[CH:26]=[CH:25][C:16]([CH2:17][S:18]([CH2:21][C:22](O)=[O:23])(=[O:20])=[O:19])=[CH:15][CH:14]=1. The catalyst is C(O)(=O)C. The product is [CH3:11][O:12][C:13]1[CH:14]=[CH:15][C:16]([CH2:17][S:18]([C:21]2[C:22](=[O:23])[O:10][C:5]3[C:6]([CH:7]=2)=[CH:9][C:2]([Br:1])=[CH:3][CH:4]=3)(=[O:19])=[O:20])=[CH:25][CH:26]=1. The yield is 0.780.